From a dataset of Catalyst prediction with 721,799 reactions and 888 catalyst types from USPTO. Predict which catalyst facilitates the given reaction. (1) Reactant: [C:1]([CH2:3][C:4]1([CH2:17][NH:18][C@@H:19]2[CH2:21][C@H:20]2[C:22]2[CH:27]=[CH:26][CH:25]=[CH:24][CH:23]=2)[CH2:9][CH2:8][N:7]([C:10]([O:12][C:13]([CH3:16])([CH3:15])[CH3:14])=[O:11])[CH2:6][CH2:5]1)#[N:2].CCN(C(C)C)C(C)C.[F:37][C:38]([F:49])([F:48])[C:39](O[C:39](=[O:40])[C:38]([F:49])([F:48])[F:37])=[O:40]. Product: [C:1]([CH2:3][C:4]1([CH2:17][N:18]([C@@H:19]2[CH2:21][C@H:20]2[C:22]2[CH:23]=[CH:24][CH:25]=[CH:26][CH:27]=2)[C:39](=[O:40])[C:38]([F:49])([F:48])[F:37])[CH2:9][CH2:8][N:7]([C:10]([O:12][C:13]([CH3:15])([CH3:14])[CH3:16])=[O:11])[CH2:6][CH2:5]1)#[N:2]. The catalyst class is: 2. (2) Reactant: [F:1][C:2]([F:38])([F:37])[C:3]1[CH:4]=[C:5]([C@H:13]([O:15][C@H:16]2[CH2:24][N:23]3[C@@H:18]([CH2:19][C:20]([C:26]([O:28][CH3:29])=[O:27])=[CH:21][C:22]3=[O:25])[C@@H:17]2[C:30]2[CH:35]=[CH:34][C:33]([F:36])=[CH:32][CH:31]=2)[CH3:14])[CH:6]=[C:7]([C:9]([F:12])([F:11])[F:10])[CH:8]=1. Product: [F:38][C:2]([F:1])([F:37])[C:3]1[CH:4]=[C:5]([C@H:13]([O:15][C@H:16]2[CH2:24][N:23]3[C@@H:18]([CH2:19][CH:20]([C:26]([O:28][CH3:29])=[O:27])[CH2:21][C:22]3=[O:25])[C@@H:17]2[C:30]2[CH:35]=[CH:34][C:33]([F:36])=[CH:32][CH:31]=2)[CH3:14])[CH:6]=[C:7]([C:9]([F:10])([F:11])[F:12])[CH:8]=1. The catalyst class is: 19. (3) Reactant: [OH:1][C:2]1[CH:10]=[C:9]([N+:11]([O-:13])=[O:12])[CH:8]=[CH:7][C:3]=1[C:4]([OH:6])=[O:5].[CH2:14](O)[CH3:15]. Product: [CH2:14]([O:5][C:4](=[O:6])[C:3]1[CH:7]=[CH:8][C:9]([N+:11]([O-:13])=[O:12])=[CH:10][C:2]=1[OH:1])[CH3:15]. The catalyst class is: 82. (4) Reactant: [CH2:1]([O:3][C:4]([C:6]1[C:15](=[O:16])[N:14]2[C:9]([C:10]([CH3:18])=[C:11](Cl)[CH:12]=[CH:13]2)=[C:8]([CH:19]2[CH2:21][CH2:20]2)[CH:7]=1)=[O:5])[CH3:2].[Cl:22][C:23]1[CH:28]=[CH:27][C:26](B(O)O)=[CH:25][CH:24]=1.C([O-])([O-])=O.[Na+].[Na+]. Product: [CH:19]1([C:8]2[CH:7]=[C:6]([C:4]([O:3][CH2:1][CH3:2])=[O:5])[C:15](=[O:16])[N:14]3[C:9]=2[C:10]([CH3:18])=[C:11]([C:26]2[CH:27]=[CH:28][C:23]([Cl:22])=[CH:24][CH:25]=2)[CH:12]=[CH:13]3)[CH2:21][CH2:20]1. The catalyst class is: 516.